From a dataset of Catalyst prediction with 721,799 reactions and 888 catalyst types from USPTO. Predict which catalyst facilitates the given reaction. (1) Reactant: [Br:1][C:2]1[CH:8]=[CH:7][C:5](N)=[CH:4][C:3]=1[O:9][CH3:10].Cl.N([O-])=O.[Na+].C(=O)([O-])[O-].[K+].[K+].[Cu][C:23]#[N:24].[C-]#N.[K+]. Product: [Br:1][C:2]1[CH:8]=[CH:7][C:5]([C:23]#[N:24])=[CH:4][C:3]=1[O:9][CH3:10]. The catalyst class is: 6. (2) Product: [F:15][C:7]1[CH:6]=[C:5]([NH:4][C:1](=[O:3])[CH3:2])[CH:10]=[CH:9][C:8]=1[S:11](=[O:13])(=[O:12])[NH:17][CH3:16]. The catalyst class is: 410. Reactant: [C:1]([NH:4][C:5]1[CH:10]=[CH:9][C:8]([S:11](Cl)(=[O:13])=[O:12])=[C:7]([F:15])[CH:6]=1)(=[O:3])[CH3:2].[CH3:16][NH2:17].